Dataset: Reaction yield outcomes from USPTO patents with 853,638 reactions. Task: Predict the reaction yield, written as a fraction of the theoretical maximum amount of product (1.0 means a 100% yield; for example, 0.34 means a 34% yield). (1) The reactants are N1CCCCC1C[OH:8].ClC1C2C(=CC(OC)=C(OC)C=2)N=CN=1.N1CCC(O)C1.ClC1C2C(=CC=CC=2)N=CC=1.[CH:41]([C:44]1[CH:49]=[CH:48][C:47]([N:50]=[C:51]=[O:52])=[CH:46][CH:45]=1)([CH3:43])[CH3:42].C[Si]([N-][Si](C)(C)C)(C)C.[Na+]. The catalyst is O1CCOCC1. The product is [CH:41]([C:44]1[CH:49]=[CH:48][C:47]([NH:50][C:51](=[O:8])[OH:52])=[CH:46][CH:45]=1)([CH3:43])[CH3:42]. The yield is 0.120. (2) The reactants are [NH:1]1[CH2:5][CH2:4][CH2:3][CH:2]1[CH2:6][C:7]([O:9][C:10]([CH3:13])([CH3:12])[CH3:11])=[O:8].Cl[C:15]1[C:24]([N+:25]([O-:27])=[O:26])=[CH:23][C:18]([C:19]([O:21][CH3:22])=[O:20])=[CH:17][N:16]=1.C([O-])([O-])=O.[K+].[K+].C(N(CC)CC)C. The catalyst is C1COCC1. The product is [C:10]([O:9][C:7](=[O:8])[CH2:6][CH:2]1[CH2:3][CH2:4][CH2:5][N:1]1[C:15]1[C:24]([N+:25]([O-:27])=[O:26])=[CH:23][C:18]([C:19]([O:21][CH3:22])=[O:20])=[CH:17][N:16]=1)([CH3:13])([CH3:12])[CH3:11]. The yield is 0.910.